Predict the product of the given reaction. From a dataset of Forward reaction prediction with 1.9M reactions from USPTO patents (1976-2016). (1) Given the reactants F[C:2]1[C:9]([CH3:10])=[CH:8][C:5]([C:6]#[N:7])=[C:4]([C:11]([F:14])([F:13])[F:12])[CH:3]=1.[OH:15][C:16]([C@H:19]1[CH2:23][CH2:22][NH:21][C@H:20]1[CH3:24])([CH3:18])[CH3:17].C(=O)([O-])[O-].[Li+].[Li+], predict the reaction product. The product is: [OH:15][C:16]([C@H:19]1[CH2:23][CH2:22][N:21]([C:2]2[C:9]([CH3:10])=[CH:8][C:5]([C:6]#[N:7])=[C:4]([C:11]([F:14])([F:13])[F:12])[CH:3]=2)[C@H:20]1[CH3:24])([CH3:18])[CH3:17]. (2) Given the reactants Br[C:2]1[CH:3]=[C:4]([NH:13][CH2:14][C:15]2[C:20]([CH3:21])=[CH:19][CH:18]=[CH:17][C:16]=2[CH3:22])[C:5]2[N:6]([C:8]([CH3:12])=[C:9]([CH3:11])[N:10]=2)[CH:7]=1.[C:23]1(B(O)O)[CH:28]=[CH:27][CH:26]=[CH:25][CH:24]=1.CC(C)([O-])C.[K+].COCCOC, predict the reaction product. The product is: [NH3:6].[CH3:22][C:16]1[CH:17]=[CH:18][CH:19]=[C:20]([CH3:21])[C:15]=1[CH2:14][NH:13][C:4]1[C:5]2[N:6]([C:8]([CH3:12])=[C:9]([CH3:11])[N:10]=2)[CH:7]=[C:2]([C:23]2[CH:28]=[CH:27][CH:26]=[CH:25][CH:24]=2)[CH:3]=1. (3) The product is: [Si:12]([O:1][CH:2]([CH2:8][CH2:9][CH2:10][CH3:11])[C:3]([O:5][CH2:6][CH3:7])=[O:4])([C:15]([CH3:18])([CH3:17])[CH3:16])([CH3:14])[CH3:13]. Given the reactants [OH:1][CH:2]([CH2:8][CH2:9][CH2:10][CH3:11])[C:3]([O:5][CH2:6][CH3:7])=[O:4].[Si:12](OC(CCC)CC(OCC)=O)([C:15]([CH3:18])([CH3:17])[CH3:16])([CH3:14])[CH3:13], predict the reaction product. (4) Given the reactants Br[C:2]1[C:3]([C:27]2[CH:32]=[CH:31][N:30]=[CH:29][CH:28]=2)=[C:4]([C:17]2[CH:22]=[CH:21][CH:20]=[C:19]([C:23]([F:26])([F:25])[F:24])[CH:18]=2)[N:5]([Si](C(C)C)(C(C)C)C(C)C)[CH:6]=1.[CH3:33][O:34][C:35]1[CH:40]=[CH:39][C:38]([C@H:41]2[CH2:49][N:48]3[C@H:43]([CH2:44][C:45](=O)[CH2:46][CH2:47]3)[CH2:42]2)=[CH:37][CH:36]=1.ClCCl, predict the reaction product. The product is: [CH3:33][O:34][C:35]1[CH:40]=[CH:39][C:38]([C@H:41]2[CH2:49][N:48]3[C@H:43]([CH:44]=[C:45]([C:2]4[C:3]([C:27]5[CH:28]=[CH:29][N:30]=[CH:31][CH:32]=5)=[C:4]([C:17]5[CH:22]=[CH:21][CH:20]=[C:19]([C:23]([F:26])([F:24])[F:25])[CH:18]=5)[NH:5][CH:6]=4)[CH2:46][CH2:47]3)[CH2:42]2)=[CH:37][CH:36]=1. (5) Given the reactants [ClH:1].[CH3:2][N:3]([CH2:11][C:12]1[O:16][N:15]=[C:14]([CH:17]2[CH2:22][CH:21]([C:23]3[CH:28]=[CH:27][C:26]([C:29]([F:32])([F:31])[F:30])=[CH:25][CH:24]=3)[CH2:20][N:19]([C:33]([N:35]3[CH2:40][CH2:39][O:38][CH2:37][CH2:36]3)=[O:34])[CH2:18]2)[N:13]=1)C(=O)OC(C)(C)C, predict the reaction product. The product is: [ClH:1].[CH3:2][NH:3][CH2:11][C:12]1[O:16][N:15]=[C:14]([CH:17]2[CH2:22][CH:21]([C:23]3[CH:28]=[CH:27][C:26]([C:29]([F:32])([F:30])[F:31])=[CH:25][CH:24]=3)[CH2:20][N:19]([C:33]([N:35]3[CH2:40][CH2:39][O:38][CH2:37][CH2:36]3)=[O:34])[CH2:18]2)[N:13]=1. (6) The product is: [CH3:1][S:2]([C:5]1[CH:10]=[CH:9][C:8]([C:11]2[C:12]([C:17]([Cl:22])=[O:19])=[CH:13][CH:14]=[CH:15][CH:16]=2)=[CH:7][CH:6]=1)(=[O:4])=[O:3]. Given the reactants [CH3:1][S:2]([C:5]1[CH:10]=[CH:9][C:8]([C:11]2[C:12]([C:17]([OH:19])=O)=[CH:13][CH:14]=[CH:15][CH:16]=2)=[CH:7][CH:6]=1)(=[O:4])=[O:3].S(Cl)([Cl:22])=O, predict the reaction product. (7) Given the reactants [NH2:1][C:2]1[CH:3]=[C:4]2[C:8](=[C:9]([F:11])[CH:10]=1)[N:7]([CH2:12][CH2:13][CH3:14])[C:6](=[O:15])[CH2:5]2.[C:16]([O:20][C:21](=[O:27])[NH:22][CH2:23][C@H:24]1[CH2:26][O:25]1)([CH3:19])([CH3:18])[CH3:17].FC(F)(F)S([O-])(=O)=O.[Li+], predict the reaction product. The product is: [C:16]([O:20][C:21](=[O:27])[NH:22][CH2:23][C@H:24]([OH:25])[CH2:26][NH:1][C:2]1[CH:3]=[C:4]2[C:8](=[C:9]([F:11])[CH:10]=1)[N:7]([CH2:12][CH2:13][CH3:14])[C:6](=[O:15])[CH2:5]2)([CH3:18])([CH3:17])[CH3:19]. (8) Given the reactants [C:1]1([C:7]2[C:11]([CH3:12])=[N:10][N:9]([C:13]3[CH:18]=[CH:17][CH:16]=[CH:15][CH:14]=3)[C:8]=2[NH2:19])[CH2:6][CH2:5][CH2:4][CH2:3][CH:2]=1.C(N=[C:23]=[O:24])C, predict the reaction product. The product is: [CH3:12][C:11]1[C:7]2[C:1]3[CH2:6][CH2:5][CH2:4][CH2:3][C:2]=3[C:23](=[O:24])[NH:19][C:8]=2[N:9]([C:13]2[CH:18]=[CH:17][CH:16]=[CH:15][CH:14]=2)[N:10]=1. (9) Given the reactants [C:1]([C:3]1[CH:8]=[CH:7][CH:6]=[CH:5][C:4]=1[C:9]1[CH:14]=[CH:13][C:12]([CH2:15][CH:16]([C:22](=O)[CH2:23][CH2:24][CH3:25])[C:17](OCC)=[O:18])=[CH:11][CH:10]=1)#[N:2].[CH2:27]([O:30][CH:31]1[CH2:36][CH2:35][CH:34]([NH:37][C:38]2[NH:42][CH:41]=[N:40][N:39]=2)[CH2:33][CH2:32]1)[CH:28]=[CH2:29], predict the reaction product. The product is: [O:18]=[C:17]1[C:16]([CH2:15][C:12]2[CH:13]=[CH:14][C:9]([C:4]3[C:3]([C:1]#[N:2])=[CH:8][CH:7]=[CH:6][CH:5]=3)=[CH:10][CH:11]=2)=[C:22]([CH2:23][CH2:24][CH3:25])[N:39]2[N:40]=[CH:41][N:42]=[C:38]2[N:37]1[CH:34]1[CH2:33][CH2:32][CH:31]([O:30][CH2:27][CH:28]=[CH2:29])[CH2:36][CH2:35]1.